From a dataset of Forward reaction prediction with 1.9M reactions from USPTO patents (1976-2016). Predict the product of the given reaction. (1) Given the reactants [F:1][C:2]1[C:3]([CH3:9])=[C:4]([CH:6]=[CH:7][CH:8]=1)[NH2:5].[N:10]([O-])=O.[Na+].[Sn](Cl)Cl, predict the reaction product. The product is: [F:1][C:2]1[C:3]([CH3:9])=[C:4]([NH:5][NH2:10])[CH:6]=[CH:7][CH:8]=1. (2) Given the reactants [C:1]([O:5][C:6]([N:8]1[CH:12]=[CH:11][C:10]([CH3:13])=[N:9]1)=[O:7])([CH3:4])([CH3:3])[CH3:2].[Br:14]N1C(=O)CCC1=O, predict the reaction product. The product is: [C:1]([O:5][C:6]([N:8]1[CH:12]=[CH:11][C:10]([CH2:13][Br:14])=[N:9]1)=[O:7])([CH3:4])([CH3:3])[CH3:2]. (3) Given the reactants Cl[CH2:2][CH2:3][O:4][CH2:5][CH2:6][O:7][CH2:8][CH2:9][O:10][CH3:11].[OH:12][C:13]1[CH:20]=[CH:19][C:16]([CH:17]=[O:18])=[CH:15][CH:14]=1.C([O-])([O-])=O.[K+].[K+].C1OCCOCCOCCOCCOCCOC1, predict the reaction product. The product is: [O:12]([C:13]1[CH:20]=[CH:19][C:16]([CH:17]=[O:18])=[CH:15][CH:14]=1)[CH2:2][CH2:3][O:4][CH2:5][CH2:6][O:7][CH2:8][CH2:9][O:10][CH3:11]. (4) Given the reactants Cl[C:2]1[CH:3]=[C:4]([NH:11][C:12]2[CH:17]=[CH:16][CH:15]=[C:14]([N:18]3[CH2:22][CH2:21][CH2:20][CH:19]3[CH3:23])[N:13]=2)[C:5]2[N:6]([CH:8]=[CH:9][N:10]=2)[N:7]=1.[F:24][C:25]1[CH:30]=[CH:29][C:28](B(O)O)=[CH:27][CH:26]=1.CC(C1C=C(C(C)C)C(C2C=CC=CC=2P(C2CCCCC2)C2CCCCC2)=C(C(C)C)C=1)C.C([O-])([O-])=O.[Na+].[Na+], predict the reaction product. The product is: [F:24][C:25]1[CH:30]=[CH:29][C:28]([C:2]2[CH:3]=[C:4]([NH:11][C:12]3[CH:17]=[CH:16][CH:15]=[C:14]([N:18]4[CH2:22][CH2:21][CH2:20][CH:19]4[CH3:23])[N:13]=3)[C:5]3[N:6]([CH:8]=[CH:9][N:10]=3)[N:7]=2)=[CH:27][CH:26]=1. (5) Given the reactants [OH:1][C:2]1[CH:3]=[CH:4][C:5]([NH:12][S:13]([C:16]2[CH:21]=[CH:20][C:19]([CH3:22])=[CH:18][CH:17]=2)(=[O:15])=[O:14])=[C:6]([CH:11]=1)[C:7]([O:9][CH3:10])=[O:8].F[C:24]1[CH:29]=[CH:28][C:27]([N+:30]([O-:32])=[O:31])=[C:26]([O:33][CH2:34][CH2:35][CH2:36][CH2:37][CH3:38])[CH:25]=1.C(=O)([O-])[O-].[K+].[K+], predict the reaction product. The product is: [CH3:10][O:9][C:7](=[O:8])[C:6]1[CH:11]=[C:2]([O:1][C:24]2[CH:29]=[CH:28][C:27]([N+:30]([O-:32])=[O:31])=[C:26]([O:33][CH2:34][CH2:35][CH2:36][CH2:37][CH3:38])[CH:25]=2)[CH:3]=[CH:4][C:5]=1[NH:12][S:13]([C:16]1[CH:21]=[CH:20][C:19]([CH3:22])=[CH:18][CH:17]=1)(=[O:15])=[O:14]. (6) Given the reactants [F:1][C:2]1[CH:3]=[C:4]([CH:7]=[C:8]([F:16])[C:9]=1[N:10]1[CH2:15][CH2:14][O:13][CH2:12][CH2:11]1)[CH2:5][NH2:6].[N:17]([C:20]1[CH:29]=[CH:28][CH:27]=[C:26]2[C:21]=1[CH:22]=[CH:23][N:24]=[CH:25]2)=[C:18]=[O:19], predict the reaction product. The product is: [F:1][C:2]1[CH:3]=[C:4]([CH:7]=[C:8]([F:16])[C:9]=1[N:10]1[CH2:15][CH2:14][O:13][CH2:12][CH2:11]1)[CH2:5][NH:6][C:18]([NH:17][C:20]1[CH:29]=[CH:28][CH:27]=[C:26]2[C:21]=1[CH:22]=[CH:23][N:24]=[CH:25]2)=[O:19].